This data is from Experimentally validated miRNA-target interactions with 360,000+ pairs, plus equal number of negative samples. The task is: Binary Classification. Given a miRNA mature sequence and a target amino acid sequence, predict their likelihood of interaction. (1) The miRNA is hsa-miR-6762-3p with sequence UGGCUGCUUCCCUUGGUCUCCAG. The protein sequence of the target gene is MHTVEDMLVEKNYSKCPLKKRPVNYQFEAPQNHSNTPNEPQDLCVKKMEILEENPSEELINVSDCCEDEGVDVDHTDDEHIEEEDEDVDVDVDSDPNQTQAAALAAAAAVAAAAAASVVVPTPTYPKYPWNNFHMSPYTAEFYRTINQQGHQILPLRGDLIAPSSPSDSLGSLSPPPHHYLHGRASSVSPPMRSEIIHRPIGVRQHRFLPYPQMPGYPSLGGYTHTHHHHAPISPAYSENSYYSMRSMTPESSCSSSLPEDLSLKHKNLNLNLNTSQPGEQAAAKTGDMSPETMPNASAK.... Result: 0 (no interaction). (2) The miRNA is cel-miR-358-3p with sequence AUUGGUAUCCCUGUCAAGGUCU. The protein sequence of the target gene is MKTSKASQRYRGIRRNASQCYLYQESLLLSNLDDSFSADETGDSNDPEQIFQNIQFQKDLMANIRCRPWTMGQKLRALRQAKNIVLKFEGRLTRTRGYQAAGAELWRKFARLACNFVVIFIPWEMRIKKIESHFGSGVASYFIFLRWLFGINIVLTIMTGAFIVIPELIAGQPFGSTARKTIPKEQVSSAQDLDTVWSLGGYLQYSVLFYGYYGRERKIGRAGYRLPLAYFLVGMAVFAYSFIILLKKMAKNSRTSLASASNENYTFCWRVFCAWDYLIGNPEAAESKTAAIVNSIREAI.... Result: 0 (no interaction).